From a dataset of Reaction yield outcomes from USPTO patents with 853,638 reactions. Predict the reaction yield, written as a fraction of the theoretical maximum amount of product (1.0 means a 100% yield; for example, 0.34 means a 34% yield). The reactants are [CH:1]1[C:6]([OH:7])=[CH:5][CH:4]=[C:3]([CH3:8])[CH:2]=1.[N+:9]([C:12]1[CH:17]=[CH:16][CH:15]=[C:14]([N+]([O-])=O)[CH:13]=1)([O-:11])=[O:10].C(=O)([O-])[O-].[Cs+].[Cs+]. The catalyst is CS(C)=O. The product is [CH3:8][C:3]1[CH:4]=[CH:5][C:6]([O:7][C:14]2[CH:13]=[C:12]([N+:9]([O-:11])=[O:10])[CH:17]=[CH:16][CH:15]=2)=[CH:1][CH:2]=1. The yield is 0.660.